This data is from Forward reaction prediction with 1.9M reactions from USPTO patents (1976-2016). The task is: Predict the product of the given reaction. The product is: [NH2:1][C:2]1[CH:7]=[C:6]([Cl:8])[CH:5]=[CH:4][C:3]=1[S:9][CH2:22][C:20]1[N:21]=[C:17]([NH:16][C:15](=[O:24])[O:14][C:10]([CH3:12])([CH3:11])[CH3:13])[S:18][CH:19]=1. Given the reactants [NH2:1][C:2]1[CH:7]=[C:6]([Cl:8])[CH:5]=[CH:4][C:3]=1[SH:9].[C:10]([O:14][C:15](=[O:24])[NH:16][C:17]1[S:18][CH:19]=[C:20]([CH2:22]Cl)[N:21]=1)([CH3:13])([CH3:12])[CH3:11].C([O-])([O-])=O.[K+].[K+], predict the reaction product.